Dataset: Catalyst prediction with 721,799 reactions and 888 catalyst types from USPTO. Task: Predict which catalyst facilitates the given reaction. (1) Reactant: C(OC([N:8]1[CH2:12][CH:11]([O:13][C:14]2[CH:19]=[C:18]([N+:20]([O-:22])=[O:21])[CH:17]=[C:16]([F:23])[CH:15]=2)[CH2:10][CH:9]1[CH2:24][OH:25])=O)(C)(C)C.C(O)(C(F)(F)F)=O. The catalyst class is: 4. Product: [F:23][C:16]1[CH:15]=[C:14]([CH:19]=[C:18]([N+:20]([O-:22])=[O:21])[CH:17]=1)[O:13][CH:11]1[CH2:12][NH:8][CH:9]([CH2:24][OH:25])[CH2:10]1. (2) Reactant: [C:1](/[CH:3]=[CH:4]/[S:5]([C:8]1[CH:13]=[CH:12][C:11]([C:14]([CH3:19])([CH3:18])[C:15]([OH:17])=O)=[CH:10][CH:9]=1)(=[O:7])=[O:6])#[N:2].[C:20]([O:24][C:25](=[O:36])[NH:26][CH2:27][CH2:28][O:29][CH2:30][CH2:31][O:32][CH2:33][CH2:34][NH2:35])([CH3:23])([CH3:22])[CH3:21].C(N(CC)C(C)C)(C)C. Product: [C:20]([O:24][C:25](=[O:36])[NH:26][CH2:27][CH2:28][O:29][CH2:30][CH2:31][O:32][CH2:33][CH2:34][NH:35][C:15](=[O:17])[C:14]([C:11]1[CH:10]=[CH:9][C:8]([S:5](/[CH:4]=[CH:3]/[C:1]#[N:2])(=[O:6])=[O:7])=[CH:13][CH:12]=1)([CH3:19])[CH3:18])([CH3:23])([CH3:21])[CH3:22]. The catalyst class is: 2. (3) Reactant: FC(F)(F)C(O)=O.[CH2:8]([N:15]1[C:19]2[CH:20]=[CH:21][C:22]3[N:23]([C:24]([CH3:27])=[N:25][N:26]=3)[C:18]=2[CH:17]=[C:16]1[C:28](O)=[O:29])[C:9]1[CH:14]=[CH:13][CH:12]=[CH:11][CH:10]=1.[CH:31]([N:34](CC)C(C)C)(C)C.F[P-](F)(F)(F)(F)F.C[N+](C)=C(N(C)C)ON1C2N=CC=CC=2N=N1.CN.C1COCC1. Product: [CH2:8]([N:15]1[C:19]2[CH:20]=[CH:21][C:22]3[N:23]([C:24]([CH3:27])=[N:25][N:26]=3)[C:18]=2[CH:17]=[C:16]1[C:28]([NH:34][CH3:31])=[O:29])[C:9]1[CH:10]=[CH:11][CH:12]=[CH:13][CH:14]=1. The catalyst class is: 121. (4) Reactant: [F:1][C:2]([F:20])([F:19])[C:3]1[CH:4]=[C:5]([CH:13](O)[C:14]([O:16][CH3:17])=[O:15])[CH:6]=[C:7]([C:9]([F:12])([F:11])[F:10])[CH:8]=1.C(Br)(Br)(Br)[Br:22].C1C=CC(P(C2C=CC=CC=2)C2C=CC=CC=2)=CC=1. The catalyst class is: 2. Product: [F:1][C:2]([F:20])([F:19])[C:3]1[CH:4]=[C:5]([CH:13]([Br:22])[C:14]([O:16][CH3:17])=[O:15])[CH:6]=[C:7]([C:9]([F:12])([F:11])[F:10])[CH:8]=1. (5) Reactant: [NH2:1][C:2]([C:4]1[C:5]([F:16])=[C:6]([CH:12]=[CH:13][C:14]=1[F:15])[O:7][CH2:8][C:9]([OH:11])=[O:10])=[O:3].C([O-])([O-])=O.[K+].[K+].O. Product: [NH2:1][C:2]([C:4]1[C:5]([F:16])=[C:6]([CH:12]=[CH:13][C:14]=1[F:15])[O:7][CH2:8][C:9]([O:11][CH2:6][CH2:5][CH2:4][CH2:14][CH2:13][CH3:12])=[O:10])=[O:3]. The catalyst class is: 3. (6) Reactant: [Cl:1][C:2]1[C:3]([F:28])=[C:4]([CH:8]2[C:12]([C:15]3[CH:20]=[CH:19][C:18]([Cl:21])=[CH:17][C:16]=3[F:22])([C:13]#[N:14])[CH:11]([CH2:23][C:24]([CH3:27])([CH3:26])[CH3:25])[CH2:10][NH:9]2)[CH:5]=[CH:6][CH:7]=1.[C:29](Cl)(Cl)=[O:30].C(N(CC)CC)C.[NH:40]1[C:44]([C:45]2[CH:46]=[C:47]([NH2:51])[CH:48]=[CH:49][CH:50]=2)=[N:43][N:42]=[N:41]1. The catalyst class is: 2. Product: [NH:43]1[C:44]([C:45]2[CH:46]=[C:47]([NH:51][C:29]([N:9]3[CH2:10][CH:11]([CH2:23][C:24]([CH3:25])([CH3:27])[CH3:26])[C:12]([C:15]4[CH:20]=[CH:19][C:18]([Cl:21])=[CH:17][C:16]=4[F:22])([C:13]#[N:14])[CH:8]3[C:4]3[CH:5]=[CH:6][CH:7]=[C:2]([Cl:1])[C:3]=3[F:28])=[O:30])[CH:48]=[CH:49][CH:50]=2)=[N:40][N:41]=[N:42]1.